From a dataset of Reaction yield outcomes from USPTO patents with 853,638 reactions. Predict the reaction yield, written as a fraction of the theoretical maximum amount of product (1.0 means a 100% yield; for example, 0.34 means a 34% yield). (1) The reactants are [Br:1][C:2]1[CH:3]=[C:4]2[C:9](=[CH:10][CH:11]=1)[N:8]=[CH:7][C:6]([C:12](OCC)=[O:13])=[C:5]2[NH:17][C:18]1[CH:23]=[CH:22][C:21]([N:24]2[CH2:29][CH2:28][N:27]([C:30]([O:32][C:33]([CH3:36])([CH3:35])[CH3:34])=[O:31])[CH2:26][CH2:25]2)=[C:20]([C:37]([F:40])([F:39])[F:38])[CH:19]=1.[BH4-].[Na+].CCOC(C)=O. The catalyst is C(O)C. The product is [Br:1][C:2]1[CH:3]=[C:4]2[C:9](=[CH:10][CH:11]=1)[N:8]=[CH:7][C:6]([CH2:12][OH:13])=[C:5]2[NH:17][C:18]1[CH:23]=[CH:22][C:21]([N:24]2[CH2:25][CH2:26][N:27]([C:30]([O:32][C:33]([CH3:36])([CH3:35])[CH3:34])=[O:31])[CH2:28][CH2:29]2)=[C:20]([C:37]([F:40])([F:38])[F:39])[CH:19]=1. The yield is 0.300. (2) The reactants are COC1[CH:4]=[C:5]([CH2:9][CH2:10]C(O)=O)[CH:6]=CC=1.[CH3:14][O:15][C:16]1[CH:17]=[C:18]([CH2:22][CH2:23][C:24]([C:26]2[C:32]([OH:33])=[CH:31][C:30]([OH:34])=[CH:29][C:27]=2[OH:28])=[O:25])[CH:19]=[CH:20][CH:21]=1. No catalyst specified. The product is [OH:28][C:27]1[C:29]([CH2:16][CH2:17][CH:18]([CH3:22])[CH3:19])=[C:30]([OH:34])[C:31]([CH2:10][CH2:9][CH:5]([CH3:4])[CH3:6])([CH2:23][CH2:24][CH:26]([CH3:32])[CH3:27])[C:32](=[O:33])[C:26]=1[C:24](=[O:25])[CH2:23][CH2:22][C:18]1[CH:19]=[CH:20][CH:21]=[C:16]([O:15][CH3:14])[CH:17]=1. The yield is 0.0800. (3) The reactants are [C:1]([O:5][C:6]([N:8]1[CH2:11][C:10]([F:21])([C:12]2[CH:17]=[CH:16][C:15]([CH:18]=[N:19][OH:20])=[CH:14][CH:13]=2)[CH2:9]1)=[O:7])([CH3:4])([CH3:3])[CH3:2].ClN1C(=O)CCC1=O.[Cl:30][C:31]1[CH:32]=[C:33]([C:39](=[O:44])[C:40]([F:43])([F:42])[F:41])[CH:34]=[C:35]([Cl:38])[C:36]=1[F:37].C(=O)(O)[O-].[Na+]. The catalyst is CN(C=O)C. The product is [C:1]([O:5][C:6]([N:8]1[CH2:9][C:10]([C:12]2[CH:17]=[CH:16][C:15]([C:18]3[O:44][C:39]([C:33]4[CH:34]=[C:35]([Cl:38])[C:36]([F:37])=[C:31]([Cl:30])[CH:32]=4)([C:40]([F:43])([F:42])[F:41])[O:20][N:19]=3)=[CH:14][CH:13]=2)([F:21])[CH2:11]1)=[O:7])([CH3:4])([CH3:2])[CH3:3]. The yield is 0.393.